This data is from Forward reaction prediction with 1.9M reactions from USPTO patents (1976-2016). The task is: Predict the product of the given reaction. (1) Given the reactants [CH3:1][O:2][CH2:3][O:4][CH:5]([CH2:8][N:9]1[C:14](=[O:15])[CH:13]=[N:12][C:11]2[CH:16]=[CH:17][C:18]([O:20][CH3:21])=[N:19][C:10]1=2)[CH:6]=O.[NH2:22][CH2:23][C@@H:24]1[CH2:28][N:27]([C:29]2[CH:30]=[CH:31][C:32]3[O:33][CH2:34][C:35](=[O:39])[NH:36][C:37]=3[N:38]=2)[C:26](=[O:40])[CH2:25]1.C(O)(=O)C.S([O-])([O-])(=O)=O.[Na+].[Na+].C(O[BH-](OC(=O)C)OC(=O)C)(=O)C.[Na+], predict the reaction product. The product is: [CH3:1][O:2][CH2:3][O:4][CH:5]([CH2:8][N:9]1[C:14](=[O:15])[CH:13]=[N:12][C:11]2[CH:16]=[CH:17][C:18]([O:20][CH3:21])=[N:19][C:10]1=2)[CH2:6][NH:22][CH2:23][C@@H:24]1[CH2:28][N:27]([C:29]2[CH:30]=[CH:31][C:32]3[O:33][CH2:34][C:35](=[O:39])[NH:36][C:37]=3[N:38]=2)[C:26](=[O:40])[CH2:25]1. (2) Given the reactants [CH3:1][P+](C1C=CC=CC=1)(C1C=CC=CC=1)C1C=CC=CC=1.C([Li])CCC.[CH2:26]([O:33][N:34]1[C:37]2([CH:42]=[CH:41][C:40](=O)[CH:39]([O:44][Si:45]([C:48]([CH3:51])([CH3:50])[CH3:49])([CH3:47])[CH3:46])[CH:38]2[O:52][Si:53]([CH3:56])([CH3:55])[CH3:54])[CH2:36][C:35]1=[O:57])[C:27]1[CH:32]=[CH:31][CH:30]=[CH:29][CH:28]=1, predict the reaction product. The product is: [CH2:26]([O:33][N:34]1[C:37]2([CH:42]=[CH:41][C:40](=[CH2:1])[CH:39]([O:44][Si:45]([C:48]([CH3:51])([CH3:49])[CH3:50])([CH3:47])[CH3:46])[CH:38]2[O:52][Si:53]([CH3:54])([CH3:56])[CH3:55])[CH2:36][C:35]1=[O:57])[C:27]1[CH:32]=[CH:31][CH:30]=[CH:29][CH:28]=1.